Dataset: Full USPTO retrosynthesis dataset with 1.9M reactions from patents (1976-2016). Task: Predict the reactants needed to synthesize the given product. (1) Given the product [F:45][C:42]([F:43])([F:44])[C:34]1[CH:33]=[C:32]([CH:37]=[C:36]([C:38]([F:41])([F:39])[F:40])[CH:35]=1)[CH2:31][N:18]([CH2:19][C:20]1[CH:25]=[C:24]([C:26]([F:28])([F:29])[F:27])[CH:23]=[CH:22][C:21]=1[F:30])[C:15]1[N:16]=[CH:17][C:12]([N:18]2[CH2:31][CH2:32][CH:50]([C:49]([OH:52])=[O:51])[CH2:20][CH2:19]2)=[CH:13][N:14]=1, predict the reactants needed to synthesize it. The reactants are: N1CCC(C(OC([C:12]2[CH:13]=[N:14][C:15]([N:18]([CH2:31][C:32]3[CH:37]=[C:36]([C:38]([F:41])([F:40])[F:39])[CH:35]=[C:34]([C:42]([F:45])([F:44])[F:43])[CH:33]=3)[CH2:19][C:20]3[CH:25]=[C:24]([C:26]([F:29])([F:28])[F:27])[CH:23]=[CH:22][C:21]=3[F:30])=[N:16][CH:17]=2)C)=O)CC1.[OH-].[Na+].Cl.[C:49]([O:52]CC)(=[O:51])[CH3:50]. (2) Given the product [F:31][C:32]1[CH:38]=[CH:37][C:35]([NH:36][S:2]([C:5]2[CH:13]=[CH:12][CH:11]=[C:7]([C:8]([N:22]3[CH2:23][CH2:24][CH:19]([N:14]4[CH2:18][CH2:17][CH2:16][CH2:15]4)[CH2:20][CH2:21]3)=[O:9])[CH:6]=2)(=[O:4])=[O:3])=[CH:34][CH:33]=1, predict the reactants needed to synthesize it. The reactants are: Cl[S:2]([C:5]1[CH:6]=[C:7]([CH:11]=[CH:12][CH:13]=1)[C:8](Cl)=[O:9])(=[O:4])=[O:3].[N:14]1([CH:19]2[CH2:24][CH2:23][NH:22][CH2:21][CH2:20]2)[CH2:18][CH2:17][CH2:16][CH2:15]1.C(=O)([O-])[O-].[Na+].[Na+].[F:31][C:32]1[CH:38]=[CH:37][C:35]([NH2:36])=[CH:34][CH:33]=1. (3) Given the product [CH3:1][O:2][C:3]1[CH:4]=[C:5]([CH2:11][CH2:12][NH:13][C:22](=[O:23])[CH2:21][CH2:20][C:14]2[CH:19]=[CH:18][CH:17]=[CH:16][CH:15]=2)[CH:6]=[CH:7][C:8]=1[O:9][CH3:10], predict the reactants needed to synthesize it. The reactants are: [CH3:1][O:2][C:3]1[CH:4]=[C:5]([CH2:11][CH2:12][NH2:13])[CH:6]=[CH:7][C:8]=1[O:9][CH3:10].[C:14]1([CH2:20][CH2:21][C:22](Cl)=[O:23])[CH:19]=[CH:18][CH:17]=[CH:16][CH:15]=1. (4) The reactants are: [C:1]1([CH3:11])[CH:6]=[CH:5][C:4]([S:7]([OH:10])(=[O:9])=[O:8])=[CH:3][CH:2]=1.[CH:12]1([NH:15][C:16](=[O:44])[C:17]2[CH:22]=[CH:21][C:20]([CH3:23])=[C:19]([N:24]3[C:33](=[O:34])[C:32]4[C:27](=[CH:28][CH:29]=[C:30]([O:35][CH2:36][CH2:37][N:38]5[CH2:43][CH2:42][CH2:41][CH2:40][CH2:39]5)[CH:31]=4)[N:26]=[CH:25]3)[CH:18]=2)[CH2:14][CH2:13]1. Given the product [C:1]1([CH3:11])[CH:2]=[CH:3][C:4]([S:7]([OH:10])(=[O:8])=[O:9])=[CH:5][CH:6]=1.[CH:12]1([NH:15][C:16](=[O:44])[C:17]2[CH:22]=[CH:21][C:20]([CH3:23])=[C:19]([N:24]3[C:33](=[O:34])[C:32]4[C:27](=[CH:28][CH:29]=[C:30]([O:35][CH2:36][CH2:37][N:38]5[CH2:39][CH2:40][CH2:41][CH2:42][CH2:43]5)[CH:31]=4)[N:26]=[CH:25]3)[CH:18]=2)[CH2:13][CH2:14]1, predict the reactants needed to synthesize it. (5) Given the product [C:5]([F:9])([F:4])=[CH2:6].[F:4][C:5]([F:9])=[C:6]([F:8])[F:7], predict the reactants needed to synthesize it. The reactants are: C(O)=C.[F:4][C:5]([F:9])=[C:6]([F:8])[F:7]. (6) The reactants are: [NH2:1][CH2:2][C@@H:3]1[C@H:8]([CH3:9])[CH2:7][CH2:6][CH2:5][N:4]1[C:10]([C:12]1[CH:17]=[C:16]([CH3:18])[CH:15]=[CH:14][C:13]=1[N:19]1[CH:23]=[N:22][C:21]([C:24](F)(F)F)=[N:20]1)=[O:11].CC1C=CC(N2C=NC(C)=N2)=C(C=1)C(O)=O. Given the product [NH2:1][CH2:2][C@@H:3]1[C@H:8]([CH3:9])[CH2:7][CH2:6][CH2:5][N:4]1[C:10]([C:12]1[CH:17]=[C:16]([CH3:18])[CH:15]=[CH:14][C:13]=1[N:19]1[CH:23]=[N:22][C:21]([CH3:24])=[N:20]1)=[O:11], predict the reactants needed to synthesize it. (7) Given the product [CH3:25][N:9]([CH3:8])[C:10](=[S:24])[S:11][C:12]1[CH:17]=[CH:16][CH:15]=[C:14]([O:18][CH3:19])[C:13]=1[OH:20], predict the reactants needed to synthesize it. The reactants are: Cl.O1CCOCC1.[CH3:8][N:9]([CH3:25])[C:10](=[S:24])[S:11][C:12]1[CH:17]=[CH:16][CH:15]=[C:14]([O:18][CH3:19])[C:13]=1[O:20]COC.